The task is: Regression. Given a peptide amino acid sequence and an MHC pseudo amino acid sequence, predict their binding affinity value. This is MHC class II binding data.. This data is from Peptide-MHC class II binding affinity with 134,281 pairs from IEDB. (1) The peptide sequence is EGKPTEKHIQIRSTN. The MHC is HLA-DPA10301-DPB10402 with pseudo-sequence HLA-DPA10301-DPB10402. The binding affinity (normalized) is 0.0439. (2) The peptide sequence is TSALIWMASPPEVHS. The MHC is DRB1_1101 with pseudo-sequence DRB1_1101. The binding affinity (normalized) is 0.218. (3) The peptide sequence is MISVLGPISGHVLKA. The MHC is DRB1_0401 with pseudo-sequence DRB1_0401. The binding affinity (normalized) is 0.215. (4) The peptide sequence is INEPTAAAVAYGLDR. The MHC is HLA-DQA10102-DQB10602 with pseudo-sequence HLA-DQA10102-DQB10602. The binding affinity (normalized) is 0.768. (5) The peptide sequence is AWMSAAATQAEQAAT. The MHC is DRB1_1501 with pseudo-sequence DRB1_1501. The binding affinity (normalized) is 0.0784. (6) The peptide sequence is ATAAAIQLKCSDSMP. The binding affinity (normalized) is 0.0928. The MHC is DRB3_0101 with pseudo-sequence DRB3_0101. (7) The peptide sequence is EKKYFMATQFEPLAA. The MHC is HLA-DQA10301-DQB10302 with pseudo-sequence HLA-DQA10301-DQB10302. The binding affinity (normalized) is 0.348.